This data is from Peptide-MHC class I binding affinity with 185,985 pairs from IEDB/IMGT. The task is: Regression. Given a peptide amino acid sequence and an MHC pseudo amino acid sequence, predict their binding affinity value. This is MHC class I binding data. The peptide sequence is GRVKLNKGYL. The MHC is Mamu-B17 with pseudo-sequence Mamu-B17. The binding affinity (normalized) is 0.0192.